This data is from Reaction yield outcomes from USPTO patents with 853,638 reactions. The task is: Predict the reaction yield, written as a fraction of the theoretical maximum amount of product (1.0 means a 100% yield; for example, 0.34 means a 34% yield). (1) The reactants are Br.[CH3:2][N:3]([CH3:25])[CH2:4][CH2:5][CH2:6][C:7]1([C:18]2[CH:23]=[CH:22][C:21]([F:24])=[CH:20][CH:19]=2)[C:11]2[CH:12]=[CH:13][C:14]([C:16]#[N:17])=[CH:15][C:10]=2[CH2:9][O:8]1.[CH2:26]([NH2:28])[CH3:27]. No catalyst specified. The product is [CH2:26]([NH:28][C:16]([C:14]1[CH:13]=[CH:12][C:11]2[C:7]([CH2:6][CH2:5][CH2:4][N:3]([CH3:25])[CH3:2])([C:18]3[CH:19]=[CH:20][C:21]([F:24])=[CH:22][CH:23]=3)[O:8][CH2:9][C:10]=2[CH:15]=1)=[NH:17])[CH3:27]. The yield is 0.190. (2) The product is [F:1][C:2]1[CH:7]=[CH:6][CH:5]=[C:4]([F:8])[C:3]=1[N:9]1[C:14]2[N:15]=[C:16]([S:29][CH3:30])[N:17]=[C:18]([C:19]3[CH:20]=[C:21]([CH:25]=[CH:26][C:27]=3[CH3:28])[C:22]([NH:32][C:33]3[S:34][CH:35]=[CH:36][N:37]=3)=[O:23])[C:13]=2[CH2:12][NH:11][C:10]1=[O:31]. The reactants are [F:1][C:2]1[CH:7]=[CH:6][CH:5]=[C:4]([F:8])[C:3]=1[N:9]1[C:14]2[N:15]=[C:16]([S:29][CH3:30])[N:17]=[C:18]([C:19]3[CH:20]=[C:21]([CH:25]=[CH:26][C:27]=3[CH3:28])[C:22](O)=[O:23])[C:13]=2[CH2:12][NH:11][C:10]1=[O:31].[NH2:32][C:33]1[S:34][CH:35]=[CH:36][N:37]=1.CN(C(ON1N=NC2C=CC=CC1=2)=[N+](C)C)C.F[P-](F)(F)(F)(F)F.CCN(CC)CC. The catalyst is CN(C=O)C. The yield is 0.600. (3) The reactants are [CH:1]1([CH2:4][OH:5])[CH2:3][CH2:2]1.[H-].[Na+].Cl[C:9]1[N:14]=[CH:13][C:12]2[N:15]=[C:16]([C:26]3[CH:27]=[C:28]([CH3:34])[C:29](=[O:33])[N:30]([CH3:32])[CH:31]=3)[N:17]([CH:18]([C:20]3[CH:25]=[CH:24][CH:23]=[CH:22][N:21]=3)[CH3:19])[C:11]=2[CH:10]=1.C1C=CC(P(C2C(C3C(P(C4C=CC=CC=4)C4C=CC=CC=4)=CC=C4C=3C=CC=C4)=C3C(C=CC=C3)=CC=2)C2C=CC=CC=2)=CC=1. The catalyst is C1(C)C=CC=CC=1.C1C=CC(/C=C/C(/C=C/C2C=CC=CC=2)=O)=CC=1.C1C=CC(/C=C/C(/C=C/C2C=CC=CC=2)=O)=CC=1.C1C=CC(/C=C/C(/C=C/C2C=CC=CC=2)=O)=CC=1.[Pd].[Pd]. The product is [CH:1]1([CH2:4][O:5][C:9]2[N:14]=[CH:13][C:12]3[N:15]=[C:16]([C:26]4[CH:27]=[C:28]([CH3:34])[C:29](=[O:33])[N:30]([CH3:32])[CH:31]=4)[N:17]([CH:18]([C:20]4[CH:25]=[CH:24][CH:23]=[CH:22][N:21]=4)[CH3:19])[C:11]=3[CH:10]=2)[CH2:3][CH2:2]1. The yield is 0.335. (4) The reactants are [Cl:1][C:2]1[CH:3]=[C:4]([CH:26]=[CH:27][C:28]=1[OH:29])[NH:5][C:6]1[C:15]2[C:10](=[CH:11][C:12]([O:24][CH3:25])=[CH:13][C:14]=2[O:16][CH:17]2[CH2:22][CH2:21][N:20]([CH3:23])[CH2:19][CH2:18]2)[N:9]=[CH:8][N:7]=1.[N:30]1[CH:35]=[CH:34][C:33]([CH2:36]Cl)=[CH:32][CH:31]=1. No catalyst specified. The product is [Cl:1][C:2]1[CH:3]=[C:4]([CH:26]=[CH:27][C:28]=1[O:29][CH2:36][C:33]1[CH:34]=[CH:35][N:30]=[CH:31][CH:32]=1)[NH:5][C:6]1[C:15]2[C:10](=[CH:11][C:12]([O:24][CH3:25])=[CH:13][C:14]=2[O:16][CH:17]2[CH2:18][CH2:19][N:20]([CH3:23])[CH2:21][CH2:22]2)[N:9]=[CH:8][N:7]=1. The yield is 0.450.